This data is from Reaction yield outcomes from USPTO patents with 853,638 reactions. The task is: Predict the reaction yield, written as a fraction of the theoretical maximum amount of product (1.0 means a 100% yield; for example, 0.34 means a 34% yield). (1) The reactants are [F:1][C@H:2]1[CH2:6][CH2:5][N:4]([C:7]2[CH:8]=[CH:9][C:10]3[N:11]([C:13]([NH2:16])=[CH:14][N:15]=3)[N:12]=2)[CH2:3]1.[CH3:17][C:18]1[N:23]=[C:22]([C:24](O)=[O:25])[CH:21]=[CH:20][CH:19]=1.CCN(C(C)C)C(C)C.CN(C(ON1N=NC2C=CC=NC1=2)=[N+](C)C)C.F[P-](F)(F)(F)(F)F. The catalyst is CN(C=O)C. The product is [F:1][C@H:2]1[CH2:6][CH2:5][N:4]([C:7]2[CH:8]=[CH:9][C:10]3[N:11]([C:13]([NH:16][C:24](=[O:25])[C:22]4[CH:21]=[CH:20][CH:19]=[C:18]([CH3:17])[N:23]=4)=[CH:14][N:15]=3)[N:12]=2)[CH2:3]1. The yield is 0.440. (2) The reactants are C(OC(C(F)(F)F)=O)(C(F)(F)F)=[O:2].[Cl:14][C:15]1[CH:16]=[CH:17][C:18]([CH2:21][O:22][C:23]2[CH:28]=[CH:27][N+:26]([O-])=[CH:25][CH:24]=2)=[N:19][CH:20]=1.CCN(CC)CC. The catalyst is C1COCC1.O. The product is [Cl:14][C:15]1[CH:16]=[CH:17][C:18]([CH2:21][O:22][C:23]2[CH:28]=[CH:27][NH:26][C:25](=[O:2])[CH:24]=2)=[N:19][CH:20]=1. The yield is 0.770. (3) The reactants are [F:1][C:2]([F:19])([F:18])[O:3][C:4]1[CH:5]=[C:6]([CH:15]=[CH:16][CH:17]=1)[O:7][C:8]1[CH:9]=[C:10]([CH:12]=[CH:13][CH:14]=1)[NH2:11].[F:20][C:21]([F:34])([O:25][C:26]1[CH:27]=[C:28]([CH:31]=[CH:32][CH:33]=1)[CH:29]=O)[CH:22]([F:24])[F:23].C(O[BH-](OC(=O)C)OC(=O)C)(=O)C.[Na+].C(O)(=O)C. The catalyst is ClC(Cl)C. The product is [F:1][C:2]([F:18])([F:19])[O:3][C:4]1[CH:5]=[C:6]([CH:15]=[CH:16][CH:17]=1)[O:7][C:8]1[CH:9]=[C:10]([NH:11][CH2:29][C:28]2[CH:31]=[CH:32][CH:33]=[C:26]([O:25][C:21]([F:20])([F:34])[CH:22]([F:23])[F:24])[CH:27]=2)[CH:12]=[CH:13][CH:14]=1. The yield is 1.00. (4) The reactants are [F:1][C:2]1[C:7]([OH:8])=[CH:6][CH:5]=[C:4]([F:9])[C:3]=1[C:10]([NH2:12])=[O:11].Cl[CH2:14][C:15]1[S:16][C:17]2[CH:23]=[C:22]([O:24][CH3:25])[CH:21]=[CH:20][C:18]=2[N:19]=1. No catalyst specified. The product is [F:1][C:2]1[C:7]([O:8][CH2:14][C:15]2[S:16][C:17]3[CH:23]=[C:22]([O:24][CH3:25])[CH:21]=[CH:20][C:18]=3[N:19]=2)=[CH:6][CH:5]=[C:4]([F:9])[C:3]=1[C:10]([NH2:12])=[O:11]. The yield is 0.190. (5) The reactants are [CH3:1][O:2][CH2:3][O:4][C@@H:5]1[CH2:22][CH2:21][C@@:20]2([CH3:23])[C@@H:7]([CH2:8][CH2:9][C@@H:10]3[C@@H:19]2[C:18](=[O:24])[CH2:17][C@@:15]2([CH3:16])[C@H:11]3[CH2:12][CH2:13][C:14]2=[CH2:25])[CH2:6]1.[H-].[H-].[H-].[H-].[Li+].[Al+3].O.[OH-].[Na+]. The catalyst is CCOCC. The product is [CH3:1][O:2][CH2:3][O:4][C@@H:5]1[CH2:22][CH2:21][C@@:20]2([CH3:23])[C@@H:7]([CH2:8][CH2:9][C@@H:10]3[C@@H:19]2[C@@H:18]([OH:24])[CH2:17][C@@:15]2([CH3:16])[C@H:11]3[CH2:12][CH2:13][C:14]2=[CH2:25])[CH2:6]1. The yield is 0.820. (6) The reactants are [CH2:1]([N:3]1[CH:7]=[C:6]([C:8]2[CH:9]=[C:10]([CH:12]=[CH:13][CH:14]=2)[NH2:11])[C:5]([C:15]2[CH:20]=[CH:19][N:18]=[CH:17][CH:16]=2)=[N:4]1)[CH3:2].[Cl:21][C:22]1[CH:27]=[C:26]([Cl:28])[CH:25]=[CH:24][C:23]=1[N:29]=[C:30]=[O:31]. The catalyst is C(Cl)Cl. The product is [Cl:21][C:22]1[CH:27]=[C:26]([Cl:28])[CH:25]=[CH:24][C:23]=1[NH:29][C:30]([NH:11][C:10]1[CH:12]=[CH:13][CH:14]=[C:8]([C:6]2[C:5]([C:15]3[CH:16]=[CH:17][N:18]=[CH:19][CH:20]=3)=[N:4][N:3]([CH2:1][CH3:2])[CH:7]=2)[CH:9]=1)=[O:31]. The yield is 0.490.